This data is from Forward reaction prediction with 1.9M reactions from USPTO patents (1976-2016). The task is: Predict the product of the given reaction. Given the reactants C(NC(C)C)(C)C.[Li]CCCC.Cl[Si:14]([CH3:17])([CH3:16])[CH3:15].[Br:18][C:19]1[C:27]2[O:26][CH:25]=[CH:24][C:23]=2[CH:22]=[CH:21][CH:20]=1.[NH4+].[Cl-], predict the reaction product. The product is: [Br:18][C:19]1[C:27]2[O:26][C:25]([Si:14]([CH3:17])([CH3:16])[CH3:15])=[CH:24][C:23]=2[CH:22]=[CH:21][CH:20]=1.